From a dataset of Catalyst prediction with 721,799 reactions and 888 catalyst types from USPTO. Predict which catalyst facilitates the given reaction. (1) Reactant: [C:1](N1C=CC=CC1=O)(N1C=CC=CC1=O)=[S:2].[N:17]1[CH:22]=[CH:21][C:20]([C:23]2[N:28]=[CH:27][N:26]=[C:25]([NH2:29])[CH:24]=2)=[CH:19][CH:18]=1. Product: [N:29]([C:25]1[CH:24]=[C:23]([C:20]2[CH:19]=[CH:18][N:17]=[CH:22][CH:21]=2)[N:28]=[CH:27][N:26]=1)=[C:1]=[S:2]. The catalyst class is: 120. (2) Reactant: [Cl:1][C:2]1[CH:7]=[CH:6][C:5]([CH2:8][C:9]#[N:10])=[CH:4][C:3]=1[OH:11].C([O-])([O-])=O.[K+].[K+].[CH:18]1[CH:23]=[CH:22][C:21]([CH2:24]Br)=[CH:20][CH:19]=1. Product: [CH2:24]([O:11][C:3]1[CH:4]=[C:5]([CH2:8][C:9]#[N:10])[CH:6]=[CH:7][C:2]=1[Cl:1])[C:21]1[CH:22]=[CH:23][CH:18]=[CH:19][CH:20]=1. The catalyst class is: 23.